Dataset: Peptide-MHC class I binding affinity with 185,985 pairs from IEDB/IMGT. Task: Regression. Given a peptide amino acid sequence and an MHC pseudo amino acid sequence, predict their binding affinity value. This is MHC class I binding data. (1) The peptide sequence is RSSPRETMK. The MHC is HLA-A02:16 with pseudo-sequence HLA-A02:16. The binding affinity (normalized) is 0.0847. (2) The MHC is HLA-B44:02 with pseudo-sequence HLA-B44:02. The peptide sequence is KLYERNTAF. The binding affinity (normalized) is 0.0847. (3) The peptide sequence is GSVNVVYTF. The MHC is HLA-B14:02 with pseudo-sequence HLA-B14:02. The binding affinity (normalized) is 0.0605. (4) The peptide sequence is QSDTVFDYY. The MHC is HLA-A30:02 with pseudo-sequence HLA-A30:02. The binding affinity (normalized) is 0.364. (5) The peptide sequence is YEERAHVVL. The MHC is HLA-B39:01 with pseudo-sequence HLA-B39:01. The binding affinity (normalized) is 0.646. (6) The peptide sequence is LPGPQVTAVLLHEES. The MHC is HLA-A31:01 with pseudo-sequence HLA-A31:01. The binding affinity (normalized) is 0.00621. (7) The peptide sequence is RPMSASRPA. The MHC is HLA-A03:01 with pseudo-sequence HLA-A03:01. The binding affinity (normalized) is 0.0847. (8) The peptide sequence is SLFNTAATL. The MHC is HLA-A02:03 with pseudo-sequence HLA-A02:03. The binding affinity (normalized) is 0.599.